From a dataset of Forward reaction prediction with 1.9M reactions from USPTO patents (1976-2016). Predict the product of the given reaction. Given the reactants [CH:1]([C:3]1[CH:4]=[C:5]([CH2:8][C:9]([O:11][C:12]([CH3:15])([CH3:14])[CH3:13])=[O:10])[S:6][CH:7]=1)=O.[NH2:16][CH2:17][C:18]([O:20][C:21]([CH3:24])([CH3:23])[CH3:22])=[O:19].C(O[BH-](OC(=O)C)OC(=O)C)(=O)C.[Na+].C(=O)([O-])O.[Na+], predict the reaction product. The product is: [C:12]([O:11][C:9](=[O:10])[CH2:8][C:5]1[S:6][CH:7]=[C:3]([CH2:1][NH:16][CH2:17][C:18]([O:20][C:21]([CH3:24])([CH3:23])[CH3:22])=[O:19])[CH:4]=1)([CH3:15])([CH3:14])[CH3:13].